From a dataset of Reaction yield outcomes from USPTO patents with 853,638 reactions. Predict the reaction yield, written as a fraction of the theoretical maximum amount of product (1.0 means a 100% yield; for example, 0.34 means a 34% yield). The reactants are [CH2:1]([N:8]([CH2:12][CH:13]1[O:18][C:17]2[CH:19]=[C:20]([S:23]([CH3:26])(=[O:25])=[O:24])[CH:21]=[CH:22][C:16]=2[CH2:15][O:14]1)CCC)[C:2]1C=CC=C[CH:3]=1.CC(O)=O. The catalyst is [Pd].CCO. The product is [CH3:26][S:23]([C:20]1[CH:21]=[CH:22][C:16]2[CH2:15][O:14][CH:13]([CH2:12][NH:8][CH2:1][CH2:2][CH3:3])[O:18][C:17]=2[CH:19]=1)(=[O:24])=[O:25]. The yield is 0.830.